This data is from Catalyst prediction with 721,799 reactions and 888 catalyst types from USPTO. The task is: Predict which catalyst facilitates the given reaction. (1) Product: [Cl:30][C:31]1[N:36]=[CH:35][C:34]([S:37]([N:15]2[CH2:16][CH2:17][N:12]([C:9]3[CH:8]=[CH:7][C:6]([C@@:3]([OH:5])([CH3:4])[C:2]([F:1])([F:21])[F:22])=[CH:11][CH:10]=3)[CH:13]([C:18]#[C:19][CH3:20])[CH2:14]2)(=[O:39])=[O:38])=[CH:33][CH:32]=1. The catalyst class is: 2. Reactant: [F:1][C:2]([F:22])([F:21])[C@:3]([C:6]1[CH:11]=[CH:10][C:9]([N:12]2[CH2:17][CH2:16][NH:15][CH2:14][CH:13]2[C:18]#[C:19][CH3:20])=[CH:8][CH:7]=1)([OH:5])[CH3:4].C(N(CC)CC)C.[Cl:30][C:31]1[N:36]=[CH:35][C:34]([S:37](Cl)(=[O:39])=[O:38])=[CH:33][CH:32]=1. (2) Reactant: Cl.O1[C:6]2([CH2:11][CH2:10][CH:9]([CH:12]([OH:21])[CH2:13][O:14][C:15]3[CH:20]=[CH:19][CH:18]=[CH:17][CH:16]=3)[CH2:8][CH2:7]2)[O:5]CC1. Product: [OH:21][CH:12]([CH:9]1[CH2:10][CH2:11][C:6](=[O:5])[CH2:7][CH2:8]1)[CH2:13][O:14][C:15]1[CH:20]=[CH:19][CH:18]=[CH:17][CH:16]=1. The catalyst class is: 21. (3) Reactant: [CH3:1][N:2]1[CH:6]=[C:5]([CH2:7][OH:8])[N:4]=[CH:3]1.[C:9](=O)([O-:11])[O-:10].[Cs+].[Cs+].[NH2:15][C:16](=[O:59])[C:17]([CH3:58])([CH3:57])[CH2:18][NH:19][C:20]([C@H:22]([CH:54]([CH3:56])[CH3:55])[CH2:23][C@@H:24]1[O:28][CH2:27][N:26]([C:29]([O:31][CH2:32]Cl)=[O:30])[C@H:25]1[CH2:34][C@H:35]([CH2:39][C:40]1[CH:45]=[CH:44][C:43]([O:46][CH3:47])=[C:42]([O:48][CH2:49][CH2:50][CH2:51][O:52][CH3:53])[CH:41]=1)[CH:36]([CH3:38])[CH3:37])=[O:21]. Product: [NH2:15][C:16](=[O:59])[C:17]([CH3:58])([CH3:57])[CH2:18][NH:19][C:20]([C@H:22]([CH:54]([CH3:56])[CH3:55])[CH2:23][C@@H:24]1[O:28][CH2:27][N:26]([C:29]([O:31][CH2:32][O:11][C:9]([O:8][CH2:7][C:5]2[N:4]=[CH:3][N:2]([CH3:1])[CH:6]=2)=[O:10])=[O:30])[C@H:25]1[CH2:34][C@H:35]([CH2:39][C:40]1[CH:45]=[CH:44][C:43]([O:46][CH3:47])=[C:42]([O:48][CH2:49][CH2:50][CH2:51][O:52][CH3:53])[CH:41]=1)[CH:36]([CH3:38])[CH3:37])=[O:21]. The catalyst class is: 682. (4) Reactant: [CH3:1][NH:2][CH3:3].[I:4][C:5]1[CH:10]=[CH:9][C:8]([S:11](Cl)(=[O:13])=[O:12])=[CH:7][CH:6]=1.O. Product: [I:4][C:5]1[CH:10]=[CH:9][C:8]([S:11]([N:2]([CH3:3])[CH3:1])(=[O:13])=[O:12])=[CH:7][CH:6]=1. The catalyst class is: 17.